Predict the product of the given reaction. From a dataset of Forward reaction prediction with 1.9M reactions from USPTO patents (1976-2016). (1) Given the reactants [NH2:1][C:2]1[CH:7]=[CH:6][N:5]=[CH:4][CH:3]=1.[N:8]1[CH:13]=[CH:12][CH:11]=[C:10]([C:14]2[N:18]([C:19]3[CH:27]=[CH:26][C:22]([C:23](O)=[O:24])=[CH:21][CH:20]=3)[N:17]=[C:16]([C:28]([F:31])([F:30])[F:29])[CH:15]=2)[CH:9]=1.Cl.CN(C)CCCN=C=NCC.CN(C1C=CC=CN=1)C, predict the reaction product. The product is: [N:5]1[CH:6]=[CH:7][C:2]([NH:1][C:23](=[O:24])[C:22]2[CH:26]=[CH:27][C:19]([N:18]3[C:14]([C:10]4[CH:9]=[N:8][CH:13]=[CH:12][CH:11]=4)=[CH:15][C:16]([C:28]([F:31])([F:30])[F:29])=[N:17]3)=[CH:20][CH:21]=2)=[CH:3][CH:4]=1. (2) Given the reactants O[CH2:2][CH:3]1[CH2:8][CH2:7][CH:6]([OH:9])[CH2:5][CH2:4]1.S(Cl)(C)(=O)=O.C([N:17](CC)CC)C.[N-]=[N+]=[N-].[Na+], predict the reaction product. The product is: [NH2:17][CH2:2][CH:3]1[CH2:8][CH2:7][CH:6]([OH:9])[CH2:5][CH2:4]1. (3) Given the reactants [OH:1][C:2]1[CH:7]=[CH:6][CH:5]=[CH:4][C:3]=1[CH:8]1[CH2:13][CH2:12][N:11]([CH2:14][CH2:15][C:16]([C:28]2[CH:33]=[CH:32][CH:31]=[CH:30][CH:29]=2)([C:22]2[CH:27]=[CH:26][CH:25]=[CH:24][CH:23]=2)[C:17]([N:19]([CH3:21])[CH3:20])=[O:18])[CH2:10][CH2:9]1.[C:34]([O:37][CH2:38][CH2:39]Br)(=[O:36])[CH3:35].C(=O)([O-])[O-].[K+].[K+].[I-].[K+], predict the reaction product. The product is: [C:34]([O:37][CH2:38][CH2:39][O:1][C:2]1[CH:7]=[CH:6][CH:5]=[CH:4][C:3]=1[CH:8]1[CH2:9][CH2:10][N:11]([CH2:14][CH2:15][C:16]([C:28]2[CH:29]=[CH:30][CH:31]=[CH:32][CH:33]=2)([C:22]2[CH:27]=[CH:26][CH:25]=[CH:24][CH:23]=2)[C:17]([N:19]([CH3:20])[CH3:21])=[O:18])[CH2:12][CH2:13]1)(=[O:36])[CH3:35]. (4) Given the reactants [Cl:1][C:2]1[CH:28]=[C:27]([N+:29]([O-:31])=[O:30])[CH:26]=[C:25]([Cl:32])[C:3]=1[O:4][C:5]1[CH:6]=[CH:7][C:8]([O:23]C)=[C:9]([CH:22]=1)[C:10]([NH:12][CH2:13][CH2:14][CH2:15][CH2:16][CH2:17][CH2:18][CH2:19][CH2:20][CH3:21])=[O:11].B(Br)(Br)Br, predict the reaction product. The product is: [Cl:1][C:2]1[CH:28]=[C:27]([N+:29]([O-:31])=[O:30])[CH:26]=[C:25]([Cl:32])[C:3]=1[O:4][C:5]1[CH:6]=[CH:7][C:8]([OH:23])=[C:9]([CH:22]=1)[C:10]([NH:12][CH2:13][CH2:14][CH2:15][CH2:16][CH2:17][CH2:18][CH2:19][CH2:20][CH3:21])=[O:11]. (5) Given the reactants [Cl:1][C:2]1[CH:3]=[C:4]([NH:10][C@H:11]([C:16]([OH:18])=O)[CH2:12][CH:13]2[CH2:15][CH2:14]2)[CH:5]=[CH:6][C:7]=1[C:8]#[N:9].[CH3:19][C:20]1(C)OC(=O)CC(=O)[O:21]1.S([O-])(O)(=O)=O.[K+], predict the reaction product. The product is: [Cl:1][C:2]1[CH:3]=[C:4]([N:10]2[C:20](=[O:21])[CH:19]=[C:16]([OH:18])[CH:11]2[CH2:12][CH:13]2[CH2:14][CH2:15]2)[CH:5]=[CH:6][C:7]=1[C:8]#[N:9]. (6) Given the reactants [Cl:1][C:2]1[N:3]=[C:4]2[C:9](=[CH:10][CH:11]=1)[N:8]=[CH:7][C:6]([CH2:12][OH:13])=[C:5]2[NH:14][CH:15]1[CH2:20][CH2:19][N:18]([C:21]([O:23][C:24]([CH3:27])([CH3:26])[CH3:25])=[O:22])[CH2:17][CH2:16]1, predict the reaction product. The product is: [Cl:1][C:2]1[N:3]=[C:4]2[C:9](=[CH:10][CH:11]=1)[N:8]=[CH:7][C:6]([CH:12]=[O:13])=[C:5]2[NH:14][CH:15]1[CH2:16][CH2:17][N:18]([C:21]([O:23][C:24]([CH3:27])([CH3:26])[CH3:25])=[O:22])[CH2:19][CH2:20]1.